From a dataset of Drug-target binding data from BindingDB using IC50 measurements. Regression. Given a target protein amino acid sequence and a drug SMILES string, predict the binding affinity score between them. We predict pIC50 (pIC50 = -log10(IC50 in M); higher means more potent). Dataset: bindingdb_ic50. (1) The drug is Cc1ccc2cc(C(=O)Nc3cc(NC(=O)c4ccc5c(c4)OCCO5)ccc3C)ccc2n1. The target protein (Q00613) has sequence MDLPVGPGAAGPSNVPAFLTKLWTLVSDPDTDALICWSPSGNSFHVFDQGQFAKEVLPKYFKHNNMASFVRQLNMYGFRKVVHIEQGGLVKPERDDTEFQHPCFLRGQEQLLENIKRKVTSVSTLKSEDIKIRQDSVTKLLTDVQLMKGKQECMDSKLLAMKHENEALWREVASLRQKHAQQQKVVNKLIQFLISLVQSNRILGVKRKIPLMLNDSGSAHSMPKYSRQFSLEHVHGSGPYSAPSPAYSSSSLYAPDAVASSGPIISDITELAPASPMASPGGSIDERPLSSSPLVRVKEEPPSPPQSPRVEEASPGRPSSVDTLLSPTALIDSILRESEPAPASVTALTDARGHTDTEGRPPSPPPTSTPEKCLSVACLDKNELSDHLDAMDSNLDNLQTMLSSHGFSVDTSALLDLFSPSVTVPDMSLPDLDSSLASIQELLSPQEPPRPPEAENSSPDSGKQLVHYTAQPLFLLDPGSVDTGSNDLPVLFELGEGSYF.... The pIC50 is 8.5. (2) The pIC50 is 7.6. The target protein (P13501) has sequence MKVSAAALAVILIATALCAPASASPYSSDTTPCCFAYIARPLPRAHIKEYFYTSGKCSNPAVVFVTRKNRQVCANPEKKWVREYINSLEMS. The drug is Cc1cc(=O)oc(C)c1C(=O)N1C[C@@H]2CN(CCC(c3ccccc3)C3CCN(S(C)(=O)=O)CC3)C[C@@H]2C1. (3) The compound is COc1cccc2c1C(=O)c1c(O)c3c(c(O)c1C2=O)C[C@@](O)(C(C)=O)C[C@@H]3O[C@H]1C[C@H](N)[C@H](O)[C@H](C)O1. The target protein sequence is NFSEEQQRIIEIPMNVNLCIIACPGSGKTSTLTARIIKSIIEEKQSIVCITFTNYAASDLKDKIMKKINCLIDICVDNKINQKLFNNKNNKINFSLKNKCTLNNKMNKSIFKVLNTVMFIGTIHSFCRYILYKYKGTFKILTDFINTNIIKLAFNNFYSSMMSKTKGTQPGFSTILERKSNKASTQNCDPDKINTHNNDDNINNKNDYINNKNKNDYNNINNYDNINNYDNINNDDNINNDDNINNDDNINNDDNINNDDDINNCGNCNQPKGIPSQLAYFINCMKNAEIKEDEEKEFYEEEHDIQNDILNNDDNNNDEDDDDDDEFYNYLYNFKHSYEQTNDYFANEQVQSVLKKKNIIFLKKKIKLMKYIELYNIKIEINDVEKMFYEEYKKIFKKAKNIYYDFDDLLIETYRLMKDN. The pIC50 is 5.5. (4) The drug is COC(=O)C1=C(c2ccc(Cl)c(Cl)c2)CC2C[C@@H](O)[C@H]1N2C. The target protein (Q9GJT6) has sequence MSKSKCSVGLMSSVVAPAKEPNAMGPKEVELILVKEQNGVQLTSSTLTNPRQSPVEAQDRETWGKKIDFLLSVIGFAVDLANVWRFPYLCYKNGGGAFLVPYLLFMVIAGMPLFYMELALGQFNREGAAGVWKICPVLKGVGFTVILISLYVGFFYNVIIAWALHYLFSSFTTELPWIHCNNSWNSPNCSDAHSGDSGGNGPGLNDTFGTTPAAEYFERGVLHLHQSHGIDDLGPPRWQLTACLVLVIVLLYFSLWKGVKTSGKVVWITATMPYVVLTALLLRGVTLPGAIDGIRAYLSVDFYRLCEASVWIDAATQVCFSLGVGFGVLIAFSSYNKFTNNCYRDAIVTTSINSLTSFSSGFVVFSFLGYMAQKHSVPIGDVAKDGPGLIFIIYPEAIATLPLSSAWAVVFFIMLLTLGIDSAMGGMESVITGLIDEFQLLHRHRELFTLFIVLATFLLSLFCVTNGGIYVFTLLDHFAAGTSILFGVLIEAIGVAWFYG.... The pIC50 is 8.1.